From a dataset of Full USPTO retrosynthesis dataset with 1.9M reactions from patents (1976-2016). Predict the reactants needed to synthesize the given product. (1) Given the product [Cl:1][C:2]1[C:10]2[C:5](=[CH:6][CH:7]=[C:8]([CH2:11][OH:12])[CH:9]=2)[N:4]([C:15]([O:17][C:18]([CH3:21])([CH3:20])[CH3:19])=[O:16])[CH:3]=1, predict the reactants needed to synthesize it. The reactants are: [Cl:1][C:2]1[C:10]2[C:5](=[CH:6][CH:7]=[C:8]([C:11](OC)=[O:12])[CH:9]=2)[N:4]([C:15]([O:17][C:18]([CH3:21])([CH3:20])[CH3:19])=[O:16])[CH:3]=1. (2) Given the product [CH3:1][N:2]1[C:6]([C:7](=[N:14][O:15][CH2:16][C:17]2[N:22]=[C:21]([NH2:23])[CH:20]=[CH:19][CH:18]=2)[C:8]2[CH:9]=[CH:10][CH:11]=[CH:12][CH:13]=2)=[CH:5][N:4]=[C:3]1[CH3:34], predict the reactants needed to synthesize it. The reactants are: [CH3:1][N:2]1[C:6]([C:7](=[N:14][O:15][CH2:16][C:17]2[N:22]=[C:21]([N:23]3C(=O)C4C(=CC=CC=4)C3=O)[CH:20]=[CH:19][CH:18]=2)[C:8]2[CH:13]=[CH:12][CH:11]=[CH:10][CH:9]=2)=[CH:5][N:4]=[C:3]1[CH3:34].O.NN.